This data is from Forward reaction prediction with 1.9M reactions from USPTO patents (1976-2016). The task is: Predict the product of the given reaction. (1) Given the reactants [Br:1][C:2]1[CH:7]=[CH:6][C:5]([C:8]2[C:12]3[CH:13]=[CH:14][C:15]([C:17]#[C:18][CH2:19][CH2:20][CH2:21]OS(C)(=O)=O)=[CH:16][C:11]=3[S:10][N:9]=2)=[CH:4][CH:3]=1.[CH3:27][NH:28][CH3:29], predict the reaction product. The product is: [Br:1][C:2]1[CH:7]=[CH:6][C:5]([C:8]2[C:12]3[CH:13]=[CH:14][C:15]([C:17]#[C:18][CH2:19][CH2:20][CH2:21][N:28]([CH3:29])[CH3:27])=[CH:16][C:11]=3[S:10][N:9]=2)=[CH:4][CH:3]=1. (2) Given the reactants C(O)(C(F)(F)F)=O.[F:8][C:9]1[CH:10]=[C:11]([NH:20][C:21]([C@@H:23]2[N:32]([C:33]([C@@H:35]3[CH2:38][C@H:37]([CH2:39][C:40]([O:42]C(C)(C)C)=[O:41])[CH2:36]3)=[O:34])[CH2:31][CH2:30][C:29]3[N:28]=[C:27]([O:47][CH3:48])[CH:26]=[CH:25][C:24]2=3)=[O:22])[CH:12]=[C:13]([F:19])[C:14]=1[Si:15]([CH3:18])([CH3:17])[CH3:16].C(=O)([O-])O.[Na+], predict the reaction product. The product is: [F:8][C:9]1[CH:10]=[C:11]([NH:20][C:21]([C@@H:23]2[N:32]([C:33]([C@@H:35]3[CH2:36][C@H:37]([CH2:39][C:40]([OH:42])=[O:41])[CH2:38]3)=[O:34])[CH2:31][CH2:30][C:29]3[N:28]=[C:27]([O:47][CH3:48])[CH:26]=[CH:25][C:24]2=3)=[O:22])[CH:12]=[C:13]([F:19])[C:14]=1[Si:15]([CH3:18])([CH3:17])[CH3:16]. (3) Given the reactants C(OC([N:11]1[CH2:16][CH2:15][N:14]([CH2:17][C:18]([O:20][C:21]([CH3:24])([CH3:23])[CH3:22])=[O:19])[C:13](=[O:25])[CH2:12]1)=O)C1C=CC=CC=1.[H][H], predict the reaction product. The product is: [C:21]([O:20][C:18](=[O:19])[CH2:17][N:14]1[CH2:15][CH2:16][NH:11][CH2:12][C:13]1=[O:25])([CH3:24])([CH3:22])[CH3:23]. (4) Given the reactants C(OC([N:8]1[CH2:13][CH2:12][CH:11]([NH:14][NH:15]C(OC(C)(C)C)=O)[CH2:10][CH2:9]1)=O)(C)(C)C.[ClH:23], predict the reaction product. The product is: [ClH:23].[ClH:23].[NH:8]1[CH2:13][CH2:12][CH:11]([NH:14][NH2:15])[CH2:10][CH2:9]1. (5) Given the reactants [Cl:1][C:2]1[CH:10]=[CH:9][CH:8]=[C:7]([Cl:11])[C:3]=1[C:4]([OH:6])=O.[CH3:12][C:13]1[N:18]=[CH:17][C:16]([CH:19]([N:22]2[CH2:27][CH2:26][O:25][CH2:24][CH2:23]2)[CH2:20][NH2:21])=[CH:15][N:14]=1, predict the reaction product. The product is: [Cl:11][C:7]1[CH:8]=[CH:9][CH:10]=[C:2]([Cl:1])[C:3]=1[C:4]([NH:21][CH2:20][CH:19]([C:16]1[CH:17]=[N:18][C:13]([CH3:12])=[N:14][CH:15]=1)[N:22]1[CH2:23][CH2:24][O:25][CH2:26][CH2:27]1)=[O:6]. (6) Given the reactants [NH2:1][C@@H:2]1[C:11]2[C:6](=[CH:7][CH:8]=[CH:9][CH:10]=2)[C@H:5]([OH:12])[CH2:4][CH2:3]1.[C:13]([O:17][C:18](O[C:18]([O:17][C:13]([CH3:16])([CH3:15])[CH3:14])=[O:19])=[O:19])([CH3:16])([CH3:15])[CH3:14], predict the reaction product. The product is: [C:13]([O:17][C:18](=[O:19])[NH:1][C@@H:2]1[C:11]2[C:6](=[CH:7][CH:8]=[CH:9][CH:10]=2)[C@H:5]([OH:12])[CH2:4][CH2:3]1)([CH3:16])([CH3:15])[CH3:14]. (7) The product is: [Cl:1][C:2]1[CH:27]=[CH:26][C:5]([CH2:6][N:7]2[C:15]3[C:10](=[CH:11][C:12]([CH:16]=[C:17]4[S:21][C:20]([N:33]([CH:34]5[CH2:35][CH:36]([CH2:39][OH:40])[NH:37][CH2:38]5)[CH3:32])=[N:19][C:18]4=[O:25])=[CH:13][CH:14]=3)[CH:9]=[N:8]2)=[C:4]([C:28]([F:31])([F:30])[F:29])[CH:3]=1. Given the reactants [Cl:1][C:2]1[CH:27]=[CH:26][C:5]([CH2:6][N:7]2[C:15]3[C:10](=[CH:11][C:12]([CH:16]=[C:17]4[S:21][CH:20](SCC)[NH:19][C:18]4=[O:25])=[CH:13][CH:14]=3)[CH:9]=[N:8]2)=[C:4]([C:28]([F:31])([F:30])[F:29])[CH:3]=1.[CH3:32][NH:33][CH:34]1[CH2:38][NH:37][CH:36]([CH2:39][OH:40])[CH2:35]1, predict the reaction product. (8) Given the reactants C([SiH2][O:6][C:7](C)(C)[C:8]1[CH:13]=[C:12]([CH3:14])[N:11]=[C:10]([C:15]#[N:16])[CH:9]=1)(C)(C)C.[F-].C([N+](CCCC)(CCCC)CCCC)CCC, predict the reaction product. The product is: [OH:6][CH2:7][C:8]1[CH:13]=[C:12]([CH3:14])[N:11]=[C:10]([C:15]#[N:16])[CH:9]=1. (9) Given the reactants C[O:2][C:3]1[CH:8]=[C:7]([O:9]C)[CH:6]=[CH:5][C:4]=1[C:11]1[C:19]2[C:14](=[C:15]([C:20]([F:23])([F:22])[F:21])[CH:16]=[CH:17][CH:18]=2)[N:13]([CH2:24][CH:25]([CH3:27])[CH3:26])[N:12]=1.B(Br)(Br)Br.C1CCCCC=1, predict the reaction product. The product is: [CH2:24]([N:13]1[C:14]2[C:19](=[CH:18][CH:17]=[CH:16][C:15]=2[C:20]([F:23])([F:22])[F:21])[C:11]([C:4]2[CH:5]=[CH:6][C:7]([OH:9])=[CH:8][C:3]=2[OH:2])=[N:12]1)[CH:25]([CH3:27])[CH3:26].